Dataset: Catalyst prediction with 721,799 reactions and 888 catalyst types from USPTO. Task: Predict which catalyst facilitates the given reaction. (1) Reactant: [CH:1]1[C:9]2[C:8]3[CH:10]=[CH:11][CH:12]=[CH:13][C:7]=3[Se:6][C:5]=2[CH:4]=[CH:3][CH:2]=1.C([Li])(CC)C.C(O[B:23]1[O:27][C:26]([CH3:29])([CH3:28])[C:25]([CH3:31])([CH3:30])[O:24]1)(C)C. Product: [CH:1]1[C:9]2[C:8]3[CH:10]=[CH:11][CH:12]=[CH:13][C:7]=3[Se:6][C:5]=2[C:4]([B:23]2[O:27][C:26]([CH3:29])([CH3:28])[C:25]([CH3:31])([CH3:30])[O:24]2)=[CH:3][CH:2]=1. The catalyst class is: 1. (2) Reactant: [CH2:1]([C:8]12[CH2:23][CH2:22][C:21](=[O:24])[CH2:20][CH:9]1[CH2:10][CH2:11][CH2:12][C:13]1[CH:18]=[C:17]([OH:19])[CH:16]=[CH:15][C:14]=12)[C:2]1[CH:7]=[CH:6][CH:5]=[CH:4][CH:3]=1.[N-]([S:26]([C:29]([F:32])([F:31])[F:30])(=[O:28])=[O:27])[S:26]([C:29]([F:32])([F:31])[F:30])(=[O:28])=[O:27].CCN(C(C)C)C(C)C. Product: [CH2:1]([C@:8]12[CH2:23][CH2:22][C:21](=[O:24])[CH2:20][C@H:9]1[CH2:10][CH2:11][CH2:12][C:13]1[CH:18]=[C:17]([O:19][S:26]([C:29]([F:32])([F:31])[F:30])(=[O:28])=[O:27])[CH:16]=[CH:15][C:14]2=1)[C:2]1[CH:3]=[CH:4][CH:5]=[CH:6][CH:7]=1.[CH2:1]([C@@:8]12[CH2:23][CH2:22][C:21](=[O:24])[CH2:20][C@@H:9]1[CH2:10][CH2:11][CH2:12][C:13]1[CH:18]=[C:17]([O:19][S:26]([C:29]([F:32])([F:31])[F:30])(=[O:28])=[O:27])[CH:16]=[CH:15][C:14]2=1)[C:2]1[CH:3]=[CH:4][CH:5]=[CH:6][CH:7]=1. The catalyst class is: 2.